Dataset: Full USPTO retrosynthesis dataset with 1.9M reactions from patents (1976-2016). Task: Predict the reactants needed to synthesize the given product. Given the product [CH3:7][C:8]1[O:12][C:11]([C:13]2[CH:18]=[CH:17][C:16]([CH3:19])=[CH:15][CH:14]=2)=[N:10][C:9]=1[CH2:20][OH:21], predict the reactants needed to synthesize it. The reactants are: [H-].[H-].[H-].[H-].[Li+].[Al+3].[CH3:7][C:8]1[O:12][C:11]([C:13]2[CH:18]=[CH:17][C:16]([CH3:19])=[CH:15][CH:14]=2)=[N:10][C:9]=1[C:20](OCC)=[O:21].[O-]S([O-])(=O)=O.[Mg+2].[OH-].[K+].